From a dataset of Full USPTO retrosynthesis dataset with 1.9M reactions from patents (1976-2016). Predict the reactants needed to synthesize the given product. (1) Given the product [C:1]([C:3]1[CH:4]=[C:5]([F:32])[C:6]([NH:19][C@@H:20]([C:26]2([CH3:31])[CH2:27][CH2:28][CH2:29][CH2:30]2)[CH2:21][C:22]([OH:24])=[O:23])=[N:7][C:8]=1[C:9]1[C:17]2[C:12](=[N:13][CH:14]=[C:15]([F:18])[CH:16]=2)[NH:11][CH:10]=1)#[N:2], predict the reactants needed to synthesize it. The reactants are: [C:1]([C:3]1[CH:4]=[C:5]([F:32])[C:6]([NH:19][CH:20]([C:26]2([CH3:31])[CH2:30][CH2:29][CH2:28][CH2:27]2)[CH2:21][C:22]([O:24]C)=[O:23])=[N:7][C:8]=1[C:9]1[C:17]2[C:12](=[N:13][CH:14]=[C:15]([F:18])[CH:16]=2)[NH:11][CH:10]=1)#[N:2].C(C1C=C(F)C(N[C@@H](C2(C)CCCC2)CC(OC)=O)=NC=1C1C2C(=NC=C(F)C=2)NC=1)#N.[OH-].[Li+]. (2) Given the product [O:2]1[C:6]2[CH:7]=[CH:8][CH:9]=[C:10]([CH:11]3[CH2:16][CH2:15][N:14]([CH2:17][CH2:18][C@H:19]4[CH2:20][CH2:21][C@H:22]([NH:25][C:35](=[O:36])[C:34]([F:45])([F:44])[F:33])[CH2:23][CH2:24]4)[CH2:13][CH2:12]3)[C:5]=2[O:4][CH2:3]1, predict the reactants needed to synthesize it. The reactants are: Cl.[O:2]1[C:6]2[CH:7]=[CH:8][CH:9]=[C:10]([CH:11]3[CH2:16][CH2:15][N:14]([CH2:17][CH2:18][C@H:19]4[CH2:24][CH2:23][C@H:22]([NH2:25])[CH2:21][CH2:20]4)[CH2:13][CH2:12]3)[C:5]=2[O:4][CH2:3]1.C(N(CC)CC)C.[F:33][C:34]([F:45])([F:44])[C:35](O[C:35](=[O:36])[C:34]([F:45])([F:44])[F:33])=[O:36].